The task is: Predict which catalyst facilitates the given reaction.. This data is from Catalyst prediction with 721,799 reactions and 888 catalyst types from USPTO. (1) Reactant: [Br:1][C:2]1[N:3]([CH2:10][C@:11]2([CH3:14])[CH2:13][O:12]2)[CH:4]=[C:5]([N+:7]([O-:9])=[O:8])[N:6]=1.[N:15]1([C:21]([O:23][CH2:24][CH:25]=[CH:26][C:27]2[CH:32]=[CH:31][C:30]([C:33]([F:36])([F:35])[F:34])=[CH:29][CH:28]=2)=[O:22])[CH2:20][CH2:19][NH:18][CH2:17][CH2:16]1.CN(C)C=O. Product: [Br:1][C:2]1[N:3]([CH2:10][C@:11]([OH:12])([CH3:14])[CH2:13][N:18]2[CH2:17][CH2:16][N:15]([C:21]([O:23][CH2:24][CH:25]=[CH:26][C:27]3[CH:32]=[CH:31][C:30]([C:33]([F:35])([F:36])[F:34])=[CH:29][CH:28]=3)=[O:22])[CH2:20][CH2:19]2)[CH:4]=[C:5]([N+:7]([O-:9])=[O:8])[N:6]=1. The catalyst class is: 6. (2) Reactant: [F:1][C:2]([F:25])([F:24])[O:3][C:4]1[CH:9]=[CH:8][C:7]([S:10][CH2:11][CH2:12][NH:13][C:14](=[O:23])[O:15][CH2:16][C:17]2[CH:22]=[CH:21][CH:20]=[CH:19][CH:18]=2)=[CH:6][CH:5]=1.C=O.[C:28]1(C)C=CC(S(O)(=O)=O)=CC=1. Product: [F:25][C:2]([F:1])([F:24])[O:3][C:4]1[CH:9]=[CH:8][C:7]2[S:10][CH2:11][CH2:12][N:13]([C:14]([O:15][CH2:16][C:17]3[CH:18]=[CH:19][CH:20]=[CH:21][CH:22]=3)=[O:23])[CH2:28][C:6]=2[CH:5]=1. The catalyst class is: 48. (3) Reactant: [N:1]1[CH:6]=[CH:5][CH:4]=[C:3]([CH2:7][CH2:8][CH2:9][CH:10]([O:20][C:21](=[O:53])[CH2:22][N:23]([CH2:31][C:32]([N:34]2[CH2:39][CH2:38][N:37]([CH:40]([C:47]3[CH:52]=[CH:51][CH:50]=[CH:49][CH:48]=3)[C:41]3[CH:46]=[CH:45][CH:44]=[CH:43][CH:42]=3)[CH2:36][CH2:35]2)=[O:33])C(OC(C)(C)C)=O)[CH2:11][CH2:12][CH2:13][C:14]2[CH:15]=[N:16][CH:17]=[CH:18][CH:19]=2)[CH:2]=1.FC(F)(F)C(O)=O. Product: [N:1]1[CH:6]=[CH:5][CH:4]=[C:3]([CH2:7][CH2:8][CH2:9][CH:10]([O:20][C:21](=[O:53])[CH2:22][NH:23][CH2:31][C:32]([N:34]2[CH2:39][CH2:38][N:37]([CH:40]([C:41]3[CH:46]=[CH:45][CH:44]=[CH:43][CH:42]=3)[C:47]3[CH:48]=[CH:49][CH:50]=[CH:51][CH:52]=3)[CH2:36][CH2:35]2)=[O:33])[CH2:11][CH2:12][CH2:13][C:14]2[CH:15]=[N:16][CH:17]=[CH:18][CH:19]=2)[CH:2]=1. The catalyst class is: 2. (4) Reactant: [F:1][C:2]([F:18])([F:17])[C:3]1[CH:4]=[C:5]([C:9]2[CH:14]=[CH:13][C:12]([CH2:15][NH2:16])=[CH:11][CH:10]=2)[CH:6]=[CH:7][CH:8]=1.[F:19][C:20]1[CH:25]=[CH:24][C:23]([S:26]([N:29]([CH2:33][C:34](O)=[O:35])[CH:30]([CH3:32])[CH3:31])(=[O:28])=[O:27])=[CH:22][CH:21]=1.CN(C(ON1N=NC2C=CC=NC1=2)=[N+](C)C)C.F[P-](F)(F)(F)(F)F.C(N(CC)C(C)C)(C)C.OS([O-])(=O)=O.[K+]. Product: [F:19][C:20]1[CH:21]=[CH:22][C:23]([S:26]([N:29]([CH:30]([CH3:32])[CH3:31])[CH2:33][C:34]([NH:16][CH2:15][C:12]2[CH:13]=[CH:14][C:9]([C:5]3[CH:6]=[CH:7][CH:8]=[C:3]([C:2]([F:17])([F:18])[F:1])[CH:4]=3)=[CH:10][CH:11]=2)=[O:35])(=[O:27])=[O:28])=[CH:24][CH:25]=1. The catalyst class is: 2. (5) Reactant: [CH2:1]([O:8][C@H:9]1[C@H:14]([O:15][CH2:16][C:17]2[CH:22]=[CH:21][CH:20]=[CH:19][CH:18]=2)[C@@H:13]([O:23][CH2:24][C:25]2[CH:30]=[CH:29][CH:28]=[CH:27][CH:26]=2)[C@H:12]([C:31]2[CH:36]=[CH:35][C:34]([Cl:37])=[C:33]([CH2:38][C:39]3[S:40][C:41]([C:44]4[O:45][CH:46]=[CH:47][CH:48]=4)=[CH:42][N:43]=3)[CH:32]=2)[O:11][C@@H:10]1[CH:49]=[O:50])[C:2]1[CH:7]=[CH:6][CH:5]=[CH:4][CH:3]=1.[CH3:51][Mg]Br.[NH4+].[Cl-]. Product: [CH2:1]([O:8][C@H:9]1[C@H:14]([O:15][CH2:16][C:17]2[CH:18]=[CH:19][CH:20]=[CH:21][CH:22]=2)[C@@H:13]([O:23][CH2:24][C:25]2[CH:30]=[CH:29][CH:28]=[CH:27][CH:26]=2)[C@H:12]([C:31]2[CH:36]=[CH:35][C:34]([Cl:37])=[C:33]([CH2:38][C:39]3[S:40][C:41]([C:44]4[O:45][CH:46]=[CH:47][CH:48]=4)=[CH:42][N:43]=3)[CH:32]=2)[O:11][C@@H:10]1[CH:49]([OH:50])[CH3:51])[C:2]1[CH:3]=[CH:4][CH:5]=[CH:6][CH:7]=1. The catalyst class is: 1. (6) Reactant: [N:1]1[C:10]2[CH:9]([NH2:11])[CH2:8][CH2:7][CH2:6][C:5]=2[CH:4]=[CH:3][CH:2]=1.[O:12]=[C:13]1[C:21]2[C:16](=[CH:17][CH:18]=[CH:19][CH:20]=2)[C:15](=[O:22])[N:14]1[CH2:23][CH2:24][CH2:25][CH:26]=O.[BH-](OC(C)=O)(OC(C)=O)OC(C)=O.[Na+]. Product: [N:1]1[C:10]2[CH:9]([NH:11][CH2:26][CH2:25][CH2:24][CH2:23][N:14]3[C:15](=[O:22])[C:16]4[C:21](=[CH:20][CH:19]=[CH:18][CH:17]=4)[C:13]3=[O:12])[CH2:8][CH2:7][CH2:6][C:5]=2[CH:4]=[CH:3][CH:2]=1. The catalyst class is: 2. (7) Reactant: Br[C:2]1[CH:10]=[CH:9][C:8]([CH3:11])=[C:7]2[C:3]=1[C:4]([CH2:12][CH2:13][O:14][Si:15]([C:18]([CH3:21])([CH3:20])[CH3:19])([CH3:17])[CH3:16])=[CH:5][NH:6]2.[Li]C(C)(C)C.[C:27](=[O:29])=[O:28]. Product: [C:18]([Si:15]([CH3:17])([CH3:16])[O:14][CH2:13][CH2:12][C:4]1[C:3]2[C:2]([C:27]([OH:29])=[O:28])=[CH:10][CH:9]=[C:8]([CH3:11])[C:7]=2[NH:6][CH:5]=1)([CH3:21])([CH3:20])[CH3:19]. The catalyst class is: 49.